From a dataset of Catalyst prediction with 721,799 reactions and 888 catalyst types from USPTO. Predict which catalyst facilitates the given reaction. (1) Reactant: [CH3:1][C@@H:2]1[N:6]([S:7]([C:10]2[CH:15]=[CH:14][CH:13]=[CH:12][CH:11]=2)(=[O:9])=[O:8])[CH2:5][C@@H:4]([CH2:16][N:17]2[C:25]3[C:20](=[CH:21][C:22]([C:26]4[CH:27]=[N:28][N:29](C5CCCCO5)[CH:30]=4)=[CH:23][CH:24]=3)[CH:19]=[CH:18]2)[CH2:3]1.C1(C)C=CC(S(O)(=O)=O)=CC=1.C(=O)(O)[O-].[Na+]. Product: [CH3:1][C@@H:2]1[N:6]([S:7]([C:10]2[CH:15]=[CH:14][CH:13]=[CH:12][CH:11]=2)(=[O:9])=[O:8])[CH2:5][C@@H:4]([CH2:16][N:17]2[C:25]3[C:20](=[CH:21][C:22]([C:26]4[CH:30]=[N:29][NH:28][CH:27]=4)=[CH:23][CH:24]=3)[CH:19]=[CH:18]2)[CH2:3]1. The catalyst class is: 138. (2) Reactant: [C:1]([OH:8])(=[O:7])/[CH:2]=[CH:3]\[C:4]([OH:6])=[O:5].[C:9]1([C:15]2[S:16][C:17]3[CH:23]=[C:22]([NH:24][C:25](=[NH:27])[CH3:26])[CH:21]=[CH:20][C:18]=3[N:19]=2)[CH:14]=[CH:13][CH:12]=[CH:11][CH:10]=1. Product: [C:1]([OH:8])(=[O:7])/[CH:2]=[CH:3]\[C:4]([OH:6])=[O:5].[C:9]1([C:15]2[S:16][C:17]3[CH:23]=[C:22]([NH:24][C:25](=[NH:27])[CH3:26])[CH:21]=[CH:20][C:18]=3[N:19]=2)[CH:10]=[CH:11][CH:12]=[CH:13][CH:14]=1. The catalyst class is: 21. (3) The catalyst class is: 3. Product: [O:1]1[CH:6]([CH2:7][N:8]2[CH2:14][CH2:13][CH2:12][N:11]([C:20]3[CH:29]=[CH:28][CH:27]=[CH:26][C:21]=3[C:22]([O:24][CH3:25])=[O:23])[CH2:10][CH2:9]2)[CH2:5][O:4][C:3]2[CH:15]=[CH:16][CH:17]=[CH:18][C:2]1=2. Reactant: [O:1]1[CH:6]([CH2:7][N:8]2[CH2:14][CH2:13][CH2:12][NH:11][CH2:10][CH2:9]2)[CH2:5][O:4][C:3]2[CH:15]=[CH:16][CH:17]=[CH:18][C:2]1=2.F[C:20]1[CH:29]=[CH:28][CH:27]=[CH:26][C:21]=1[C:22]([O:24][CH3:25])=[O:23].C([O-])([O-])=O.[K+].[K+].O. (4) Reactant: Cl[CH2:2][C:3]([C:7]1[CH:12]=[CH:11][C:10]([F:13])=[C:9]([F:14])[CH:8]=1)([OH:6])[CH2:4]Cl.C(=O)(O)[O-].[Na+].[CH2:20]([NH2:24])[CH2:21][CH2:22][CH3:23]. Product: [CH2:20]([N:24]1[CH2:4][C:3]([C:7]2[CH:12]=[CH:11][C:10]([F:13])=[C:9]([F:14])[CH:8]=2)([OH:6])[CH2:2]1)[CH2:21][CH2:22][CH3:23]. The catalyst class is: 10. (5) Reactant: [C:1]([NH:5][C:6]([C:8]1[C:16]2[C:11](=[N:12][CH:13]=[C:14]([C:17]3[C:25]4[C:20](=[CH:21][C:22]([Cl:26])=[CH:23][CH:24]=4)[N:19]([CH3:27])[N:18]=3)[N:15]=2)[N:10](COCC[Si](C)(C)C)[CH:9]=1)=[O:7])([CH3:4])([CH3:3])[CH3:2].FC(F)(F)C(O)=O.C(N)CN. Product: [C:1]([NH:5][C:6]([C:8]1[C:16]2[C:11](=[N:12][CH:13]=[C:14]([C:17]3[C:25]4[C:20](=[CH:21][C:22]([Cl:26])=[CH:23][CH:24]=4)[N:19]([CH3:27])[N:18]=3)[N:15]=2)[NH:10][CH:9]=1)=[O:7])([CH3:4])([CH3:3])[CH3:2]. The catalyst class is: 4. (6) Reactant: Cl[C:2]1[C:11]2=[N:12][N:13](CC3C=CC(OC)=CC=3)[CH:14]=[C:10]2[C:9]2[CH:8]=[C:7]([O:24][CH3:25])[CH:6]=[CH:5][C:4]=2[N:3]=1.[CH3:26][N:27]1[CH2:35][C:34]2[C:29](=[CH:30][CH:31]=[C:32]([NH2:36])[CH:33]=2)[CH2:28]1.Cl. Product: [CH3:25][O:24][C:7]1[CH:6]=[CH:5][C:4]2[N:3]=[C:2]([NH:36][C:32]3[CH:33]=[C:34]4[C:29](=[CH:30][CH:31]=3)[CH2:28][N:27]([CH3:26])[CH2:35]4)[C:11]3=[N:12][NH:13][CH:14]=[C:10]3[C:9]=2[CH:8]=1. The catalyst class is: 71.